From a dataset of Forward reaction prediction with 1.9M reactions from USPTO patents (1976-2016). Predict the product of the given reaction. (1) Given the reactants [C:1]1([S:7]([N:10]2[C:18]3[C:13](=[CH:14][C:15]([C:20](=[N:22][S@:23]([C:25]([CH3:28])([CH3:27])[CH3:26])=[O:24])[CH3:21])=[CH:16][C:17]=3[F:19])[CH:12]=[C:11]2[CH3:29])(=[O:9])=[O:8])[CH:6]=[CH:5][CH:4]=[CH:3][CH:2]=1.CCC(C)[BH-](C(C)CC)C(C)CC.[Li+], predict the reaction product. The product is: [C:1]1([S:7]([N:10]2[C:18]3[C:13](=[CH:14][C:15]([C@H:20]([NH:22][S@:23]([C:25]([CH3:28])([CH3:27])[CH3:26])=[O:24])[CH3:21])=[CH:16][C:17]=3[F:19])[CH:12]=[C:11]2[CH3:29])(=[O:9])=[O:8])[CH:2]=[CH:3][CH:4]=[CH:5][CH:6]=1. (2) Given the reactants [Cl:1][C:2]1[CH:3]=[C:4]([NH:15][C:16](=[O:33])[C@@H:17]([NH:25]C(=O)OC(C)(C)C)[CH2:18][C:19]2[CH:24]=[CH:23][CH:22]=[CH:21][CH:20]=2)[CH:5]=[C:6]([C:8]2[CH:13]=[CH:12][N:11]=[C:10]([CH3:14])[CH:9]=2)[CH:7]=1.C(O)(C(F)(F)F)=O, predict the reaction product. The product is: [NH2:25][C@@H:17]([CH2:18][C:19]1[CH:24]=[CH:23][CH:22]=[CH:21][CH:20]=1)[C:16]([NH:15][C:4]1[CH:5]=[C:6]([C:8]2[CH:13]=[CH:12][N:11]=[C:10]([CH3:14])[CH:9]=2)[CH:7]=[C:2]([Cl:1])[CH:3]=1)=[O:33]. (3) Given the reactants [CH3:1][C:2]1([C:5]2[O:9][N:8]=[C:7]([NH:10][C:11](=[O:19])OC3C=CC=CC=3)[CH:6]=2)[CH2:4][CH2:3]1.[C:20]([NH:39][C:40]1[N:45]=[CH:44][C:43]([C:46]2[CH:47]=[N:48][C:49]([NH2:52])=[CH:50][CH:51]=2)=[CH:42][CH:41]=1)([C:33]1[CH:38]=[CH:37][CH:36]=[CH:35][CH:34]=1)([C:27]1[CH:32]=[CH:31][CH:30]=[CH:29][CH:28]=1)[C:21]1[CH:26]=[CH:25][CH:24]=[CH:23][CH:22]=1.C(N(CC)CC)C.O, predict the reaction product. The product is: [CH3:1][C:2]1([C:5]2[O:9][N:8]=[C:7]([NH:10][C:11]([NH:52][C:49]3[N:48]=[CH:47][C:46]([C:43]4[CH:44]=[N:45][C:40]([NH:39][C:20]([C:33]5[CH:34]=[CH:35][CH:36]=[CH:37][CH:38]=5)([C:21]5[CH:22]=[CH:23][CH:24]=[CH:25][CH:26]=5)[C:27]5[CH:32]=[CH:31][CH:30]=[CH:29][CH:28]=5)=[CH:41][CH:42]=4)=[CH:51][CH:50]=3)=[O:19])[CH:6]=2)[CH2:3][CH2:4]1. (4) Given the reactants Cl.[C:2]([C:4]1[CH:5]=[C:6]([CH:9]=[C:10]([F:17])[C:11]=1[NH:12][S:13]([CH3:16])(=[O:15])=[O:14])[CH2:7][NH2:8])#[CH:3].CN1CCOCC1.[CH3:25][O:26][C:27]1[N:32]=[CH:31][C:30]([CH:33]=[CH:34][C:35](O)=[O:36])=[C:29]([C:38]([F:41])([F:40])[F:39])[CH:28]=1.O.[Cl-].COC1N=C(OC)N=C([N+]2(C)CCOCC2)N=1, predict the reaction product. The product is: [C:2]([C:4]1[CH:5]=[C:6]([CH:9]=[C:10]([F:17])[C:11]=1[NH:12][S:13]([CH3:16])(=[O:15])=[O:14])[CH2:7][NH:8][C:35](=[O:36])[CH:34]=[CH:33][C:30]1[CH:31]=[N:32][C:27]([O:26][CH3:25])=[CH:28][C:29]=1[C:38]([F:40])([F:39])[F:41])#[CH:3]. (5) Given the reactants [C:1]([CH2:4][CH2:5][C:6]1[C:7]([CH3:13])=[C:8]([CH:11]=O)[NH:9][CH:10]=1)([OH:3])=[O:2].[C:14]([C:17]1[CH:18]=[C:19]2[C:23](=[CH:24][CH:25]=1)[NH:22][C:21](=[O:26])[CH2:20]2)([OH:16])=[O:15].N1CCCCC1, predict the reaction product. The product is: [C:1]([CH2:4][CH2:5][C:6]1[C:7]([CH3:13])=[C:8]([CH:11]=[C:20]2[C:19]3[C:23](=[CH:24][CH:25]=[C:17]([C:14]([OH:16])=[O:15])[CH:18]=3)[NH:22][C:21]2=[O:26])[NH:9][CH:10]=1)([OH:3])=[O:2]. (6) Given the reactants [NH2:1][C@H:2]([C:5]([OH:7])=[O:6])[CH2:3][SH:4].C(=O)(O)[O-].[Na+].[N:13]([CH2:16][CH2:17][NH:18][C:19](=[O:24])[CH2:20][CH2:21][CH2:22]Br)=[N+:14]=[N-:15], predict the reaction product. The product is: [NH2:1][C@H:2]([CH2:3][S:4][CH2:22][CH2:21][CH2:20][C:19](=[O:24])[NH:18][CH2:17][CH2:16][N:13]=[N+:14]=[N-:15])[C:5]([OH:7])=[O:6]. (7) Given the reactants [CH3:1][O:2][C:3]1[N:8]=[C:7]2[CH:9]=[CH:10][N:11]([Si:12]([CH:19]([CH3:21])[CH3:20])([CH:16]([CH3:18])[CH3:17])[CH:13]([CH3:15])[CH3:14])[C:6]2=[CH:5][C:4]=1B(O)O.C(=O)([O-])[O-].[Na+].[Na+].[Cl-].[Li+].FC(F)(F)S(O[C:39]1[CH2:44][CH2:43][N:42]([C:45]([O:47][C:48]([CH3:51])([CH3:50])[CH3:49])=[O:46])[CH2:41][CH:40]=1)(=O)=O, predict the reaction product. The product is: [CH3:1][O:2][C:3]1[N:8]=[C:7]2[CH:9]=[CH:10][N:11]([Si:12]([CH:19]([CH3:21])[CH3:20])([CH:16]([CH3:18])[CH3:17])[CH:13]([CH3:15])[CH3:14])[C:6]2=[CH:5][C:4]=1[C:39]1[CH2:44][CH2:43][N:42]([C:45]([O:47][C:48]([CH3:51])([CH3:50])[CH3:49])=[O:46])[CH2:41][CH:40]=1. (8) Given the reactants [C:1]([C:5]1[CH:9]=[C:8]([NH2:10])[N:7]([C:11]2[CH:16]=[CH:15][C:14]([C:17]([CH3:20])([CH3:19])[CH3:18])=[CH:13][CH:12]=2)[N:6]=1)([CH3:4])([CH3:3])[CH3:2].Cl[C:22]([O:24][C:25]1[CH:30]=[CH:29][CH:28]=[CH:27][CH:26]=1)=[O:23], predict the reaction product. The product is: [C:1]([C:5]1[CH:9]=[C:8]([NH:10][C:22](=[O:23])[O:24][C:25]2[CH:30]=[CH:29][CH:28]=[CH:27][CH:26]=2)[N:7]([C:11]2[CH:12]=[CH:13][C:14]([C:17]([CH3:20])([CH3:19])[CH3:18])=[CH:15][CH:16]=2)[N:6]=1)([CH3:4])([CH3:3])[CH3:2]. (9) The product is: [C:1]([C:5]1[N:9]([CH2:10][CH:11]2[CH2:16][CH2:15][O:14][CH2:13][CH2:12]2)[C:8]2[CH:17]=[CH:18][C:19]([S:21]([N:24]3[CH2:25][CH:26]([NH2:28])[CH2:27]3)(=[O:23])=[O:22])=[CH:20][C:7]=2[N:6]=1)([CH3:4])([CH3:2])[CH3:3]. Given the reactants [C:1]([C:5]1[N:9]([CH2:10][CH:11]2[CH2:16][CH2:15][O:14][CH2:13][CH2:12]2)[C:8]2[CH:17]=[CH:18][C:19]([S:21]([N:24]3[CH2:27][CH:26]([NH:28]C(=O)OC(C)(C)C)[CH2:25]3)(=[O:23])=[O:22])=[CH:20][C:7]=2[N:6]=1)([CH3:4])([CH3:3])[CH3:2].C(O)(C(F)(F)F)=O, predict the reaction product.